From a dataset of Catalyst prediction with 721,799 reactions and 888 catalyst types from USPTO. Predict which catalyst facilitates the given reaction. (1) Reactant: [OH-].[Na+].Cl.[OH:4][CH:5]1[O:13][C@H:12]([CH2:14][OH:15])[C@@H:10]([OH:11])[C@H:8]([OH:9])[C@H:6]1[NH2:7]. Product: [OH:4][CH:5]1[O:13][C@H:12]([CH2:14][OH:15])[C@@H:10]([OH:11])[C@H:8]([OH:9])[C@H:6]1[NH2:7]. The catalyst class is: 97. (2) Reactant: [CH3:1][O:2][C:3]1[CH:8]=[CH:7][CH:6]=[CH:5][C:4]=1[N:9]=[C:10]=[O:11].[NH2:12][C:13]1[CH:14]=[C:15]([C:19]#[C:20][C:21]2[CH:22]=[N:23][C:24]([NH:27][CH2:28][CH2:29][CH2:30][N:31]3[CH2:36][CH2:35][CH2:34][CH2:33][CH2:32]3)=[N:25][CH:26]=2)[CH:16]=[CH:17][CH:18]=1. Product: [CH3:1][O:2][C:3]1[CH:8]=[CH:7][CH:6]=[CH:5][C:4]=1[NH:9][C:10]([NH:12][C:13]1[CH:18]=[CH:17][CH:16]=[C:15]([C:19]#[C:20][C:21]2[CH:22]=[N:23][C:24]([NH:27][CH2:28][CH2:29][CH2:30][N:31]3[CH2:32][CH2:33][CH2:34][CH2:35][CH2:36]3)=[N:25][CH:26]=2)[CH:14]=1)=[O:11]. The catalyst class is: 1. (3) Reactant: [CH3:1][O:2][C:3]1[CH:4]=[C:5]([OH:9])[CH:6]=[CH:7][CH:8]=1.C([O-])([O-])=O.[K+].[K+].[CH3:16][O:17][C:18](=[O:25])[CH:19](Cl)[C:20]([O:22][CH3:23])=[O:21]. Product: [CH3:16][O:17][C:18](=[O:25])[CH:19]([O:9][C:5]1[CH:6]=[CH:7][CH:8]=[C:3]([O:2][CH3:1])[CH:4]=1)[C:20]([O:22][CH3:23])=[O:21]. The catalyst class is: 21. (4) Reactant: [N:1]([C:4]1[CH:9]=[CH:8][C:7]([C:10]([F:13])([F:12])[F:11])=[CH:6][CH:5]=1)=[C:2]=[O:3].OC(C(F)(F)F)=O.[Cl:21][C:22]1[CH:39]=[CH:38][C:25]([CH2:26][N:27]2[C:31]([C@H:32]3[CH2:36][CH2:35][CH2:34][NH:33]3)=[N:30][N:29]=[C:28]2[CH3:37])=[CH:24][CH:23]=1.C(N(CC)C(C)C)(C)C.C([O-])(O)=O.[Na+]. Product: [Cl:21][C:22]1[CH:39]=[CH:38][C:25]([CH2:26][N:27]2[C:28]([CH3:37])=[N:29][N:30]=[C:31]2[C@H:32]2[CH2:36][CH2:35][CH2:34][N:33]2[C:2]([NH:1][C:4]2[CH:5]=[CH:6][C:7]([C:10]([F:11])([F:12])[F:13])=[CH:8][CH:9]=2)=[O:3])=[CH:24][CH:23]=1. The catalyst class is: 448.